From a dataset of Full USPTO retrosynthesis dataset with 1.9M reactions from patents (1976-2016). Predict the reactants needed to synthesize the given product. (1) Given the product [CH3:2][O:3][C:4]1[CH:22]=[C:21]([O:23][CH3:24])[CH:20]=[CH:19][C:5]=1[CH2:6][N:7]1[CH2:15][C:14]2[C:9](=[CH:10][CH:11]=[C:12]([C:16]([N:25]3[CH2:30][CH2:29][O:28][CH2:27][CH2:26]3)=[O:17])[CH:13]=2)[CH2:8]1, predict the reactants needed to synthesize it. The reactants are: [Li+].[CH3:2][O:3][C:4]1[CH:22]=[C:21]([O:23][CH3:24])[CH:20]=[CH:19][C:5]=1[CH2:6][N:7]1[CH2:15][C:14]2[C:9](=[CH:10][CH:11]=[C:12]([C:16]([O-])=[O:17])[CH:13]=2)[CH2:8]1.[NH:25]1[CH2:30][CH2:29][O:28][CH2:27][CH2:26]1.CCN=C=NCCCN(C)C.C1C=CC2N(O)N=NC=2C=1. (2) The reactants are: [I:1][CH:2]1[CH:8]2[CH2:9][CH:5]([C:6](=[O:10])[O:7]2)[CH2:4][CH2:3]1.[O:11]1CCCC1. Given the product [OH:7][C@H:8]1[C@H:2]([I:1])[CH2:3][CH2:4][C@@H:5]([C:6]([OH:10])=[O:11])[CH2:9]1, predict the reactants needed to synthesize it. (3) The reactants are: [C:1]([C:3]1[CH:4]=[C:5]2[C:10](=[CH:11][CH:12]=1)[CH:9]([C:13]([O:15][CH2:16][CH3:17])=[O:14])[N:8]([C:18]([O:20][C:21]([CH3:24])([CH3:23])[CH3:22])=[O:19])[CH2:7][CH2:6]2)#N.O.O.[PH2]([O-])=[O:28].[Na+]. Given the product [CH:1]([C:3]1[CH:4]=[C:5]2[C:10](=[CH:11][CH:12]=1)[CH:9]([C:13]([O:15][CH2:16][CH3:17])=[O:14])[N:8]([C:18]([O:20][C:21]([CH3:24])([CH3:23])[CH3:22])=[O:19])[CH2:7][CH2:6]2)=[O:28], predict the reactants needed to synthesize it. (4) Given the product [F:1][C:2]1[CH:7]=[CH:6][C:5]([CH2:8][NH:9][C:34]([C:12]2[N:13]=[C:14]3[C:21]([N:22]4[CH2:27][CH2:26][O:25][CH2:24][CH2:23]4)=[CH:20][C:19]([N:28]4[CH2:29][CH2:30][O:31][CH2:32][CH2:33]4)=[CH:18][N:15]3[C:16](=[O:17])[C:11]=2[OH:10])=[O:35])=[CH:4][CH:3]=1, predict the reactants needed to synthesize it. The reactants are: [F:1][C:2]1[CH:7]=[CH:6][C:5]([CH2:8][NH2:9])=[CH:4][CH:3]=1.[OH:10][C:11]1[C:16](=[O:17])[N:15]2[CH:18]=[C:19]([N:28]3[CH2:33][CH2:32][O:31][CH2:30][CH2:29]3)[CH:20]=[C:21]([N:22]3[CH2:27][CH2:26][O:25][CH2:24][CH2:23]3)[C:14]2=[N:13][C:12]=1[C:34](OC)=[O:35]. (5) Given the product [C:28]([C:2]1[C:11]2[C:6](=[CH:7][CH:8]=[CH:9][CH:10]=2)[C:5]([C:12]([NH:14][CH:15]2[CH2:16][CH2:17][N:18]([C:21]([O:23][C:24]([CH3:27])([CH3:25])[CH3:26])=[O:22])[CH2:19][CH2:20]2)=[O:13])=[N:4][CH:3]=1)#[N:29], predict the reactants needed to synthesize it. The reactants are: Br[C:2]1[C:11]2[C:6](=[CH:7][CH:8]=[CH:9][CH:10]=2)[C:5]([C:12]([NH:14][CH:15]2[CH2:20][CH2:19][N:18]([C:21]([O:23][C:24]([CH3:27])([CH3:26])[CH3:25])=[O:22])[CH2:17][CH2:16]2)=[O:13])=[N:4][CH:3]=1.[CH3:28][N:29](C=O)C. (6) Given the product [F:17][C:18]1[CH:19]=[C:20]([CH:24]([O:25][C:10](=[O:11])[O:9][C@@H:3]2[CH:4]3[CH2:5][CH2:6][N:1]([CH2:8][CH2:7]3)[CH2:2]2)[C:26]2[CH:27]=[CH:28][CH:29]=[CH:30][CH:31]=2)[CH:21]=[CH:22][CH:23]=1, predict the reactants needed to synthesize it. The reactants are: [N:1]12[CH2:8][CH2:7][CH:4]([CH2:5][CH2:6]1)[C@@H:3]([O:9][C:10](N1C=CN=C1)=[O:11])[CH2:2]2.[F:17][C:18]1[CH:19]=[C:20]([CH:24]([C:26]2[CH:31]=[CH:30][CH:29]=[CH:28][CH:27]=2)[OH:25])[CH:21]=[CH:22][CH:23]=1. (7) The reactants are: [CH3:1][O:2][C:3]1[CH:4]=[CH:5][C:6]2[N:7]([C:9]([C:12]([OH:14])=O)=[CH:10][N:11]=2)[CH:8]=1.C(Cl)(=O)C(Cl)=O.CN(C=O)C.[NH2:26][C:27]1[CH:28]=[C:29]([CH:43]=[CH:44][C:45]=1[F:46])[C:30]([NH:32][C@@H:33]1[C:41]2[C:36](=[CH:37][CH:38]=[CH:39][CH:40]=2)[CH2:35][C@@H:34]1[OH:42])=[O:31]. Given the product [F:46][C:45]1[CH:44]=[CH:43][C:29]([C:30](=[O:31])[NH:32][C@@H:33]2[C:41]3[C:36](=[CH:37][CH:38]=[CH:39][CH:40]=3)[CH2:35][C@@H:34]2[OH:42])=[CH:28][C:27]=1[NH:26][C:12]([C:9]1[N:7]2[CH:8]=[C:3]([O:2][CH3:1])[CH:4]=[CH:5][C:6]2=[N:11][CH:10]=1)=[O:14], predict the reactants needed to synthesize it. (8) Given the product [CH3:20][NH:21][C:22]1[CH:27]=[CH:26][C:25]([C:2]2[N:3]=[C:4]3[C:10]([C:11]([C:13]4([CH3:19])[CH2:18][CH2:17][CH2:16][CH2:15][CH2:14]4)=[O:12])=[CH:9][NH:8][C:5]3=[N:6][CH:7]=2)=[CH:24][CH:23]=1, predict the reactants needed to synthesize it. The reactants are: Br[C:2]1[N:3]=[C:4]2[C:10]([C:11]([C:13]3([CH3:19])[CH2:18][CH2:17][CH2:16][CH2:15][CH2:14]3)=[O:12])=[CH:9][NH:8][C:5]2=[N:6][CH:7]=1.[CH3:20][NH:21][C:22]1[CH:27]=[CH:26][C:25](B2OC(C)(C)C(C)(C)O2)=[CH:24][CH:23]=1. (9) Given the product [C:1]([O:5][C:6]([N:7]1[C@@H:8]([C:13]2[CH:18]=[CH:17][CH:16]=[CH:15][CH:14]=2)[C@@H:9]([CH:10]=[CH2:11])[O:12][C:22]1([CH3:24])[CH3:23])=[O:19])([CH3:2])([CH3:3])[CH3:4], predict the reactants needed to synthesize it. The reactants are: [C:1]([O:5][C:6](=[O:19])[NH:7][C@@H:8]([C:13]1[CH:18]=[CH:17][CH:16]=[CH:15][CH:14]=1)[C@@H:9]([OH:12])[CH:10]=[CH2:11])([CH3:4])([CH3:3])[CH3:2].CO[C:22](OC)([CH3:24])[CH3:23].C1(C)C=CC(S([O-])(=O)=O)=CC=1.[NH+]1C=CC=CC=1.